From a dataset of Catalyst prediction with 721,799 reactions and 888 catalyst types from USPTO. Predict which catalyst facilitates the given reaction. (1) Reactant: [C:1]([O:5][C:6]([NH:8][C:9]1[CH:10]=[C:11]2[C:16](=[CH:17][CH:18]=1)[O:15][CH:14](O)[CH2:13][CH2:12]2)=[O:7])([CH3:4])([CH3:3])[CH3:2].[C:20]([CH:25]=P(C1C=CC=CC=1)(C1C=CC=CC=1)C1C=CC=CC=1)([O:22][CH2:23][CH3:24])=[O:21].C(OC(NC1C=C2C(=CC=1)OC(=O)CC2)=O)(C)(C)C.[O-]CC.[Na+]. Product: [C:1]([O:5][C:6]([NH:8][C:9]1[CH:10]=[C:11]2[C:16](=[CH:17][CH:18]=1)[O:15][CH:14]([CH2:25][C:20]([O:22][CH2:23][CH3:24])=[O:21])[CH2:13][CH2:12]2)=[O:7])([CH3:4])([CH3:3])[CH3:2]. The catalyst class is: 11. (2) Reactant: [C@@H:1]1([C:9]([O:11]CC)=[O:10])[CH2:3][C@H:2]1[C:4]([O:6][CH2:7][CH3:8])=[O:5].[OH-].[K+].O. Product: [CH2:7]([O:6][C:4]([C@@H:2]1[CH2:3][C@H:1]1[C:9]([OH:11])=[O:10])=[O:5])[CH3:8]. The catalyst class is: 8. (3) Reactant: [O:1]1[CH2:6][CH2:5][CH:4]([CH2:7][OH:8])[CH2:3][CH2:2]1.C(N(CC)CC)C.[CH3:16][S:17](Cl)(=[O:19])=[O:18]. Product: [O:1]1[CH2:6][CH2:5][CH:4]([CH2:7][O:8][S:17]([CH3:16])(=[O:19])=[O:18])[CH2:3][CH2:2]1. The catalyst class is: 2. (4) Reactant: [NH2:1][C@@H:2]([O:12][C:13]([CH3:16])([CH3:15])[CH3:14])[C:3]([N:5]([CH3:11])[CH2:6][CH2:7][CH:8]([CH3:10])[CH3:9])=[O:4].[C:17](=O)([O-:35])[O:18][CH:19](C1C=CC([N+]([O-])=O)=CC=1)[C:20]1[CH:25]=[CH:24][N:23]=[CH:22][CH:21]=1. Product: [N:23]1[CH:24]=[CH:25][C:20]([CH2:19][O:18][C:17](=[O:35])[NH:1][C@@H:2]([O:12][C:13]([CH3:14])([CH3:16])[CH3:15])[C:3]([N:5]([CH3:11])[CH2:6][CH2:7][CH:8]([CH3:10])[CH3:9])=[O:4])=[CH:21][CH:22]=1. The catalyst class is: 239. (5) Reactant: [CH:1]1[C:18]2[C:17]3[C:12](=[CH:13][CH:14]=[CH:15][CH:16]=3)[C:11]3[C:6](=[CH:7][CH:8]=[CH:9][CH:10]=3)[C:5]=2[CH:4]=[CH:3][C:2]=1[C:19]1[CH:33]=[CH:32][C:22]([CH2:23]P(=O)(OCC)OCC)=[CH:21][CH:20]=1.[CH2:34]([N:36]1[C:48]2[CH:47]=[CH:46][C:45]([CH:49]=O)=[CH:44][C:43]=2[C:42]2[C:37]1=[CH:38][CH:39]=[CH:40][CH:41]=2)[CH3:35].CC(C)([O-])C.[K+]. Product: [CH2:34]([N:36]1[C:48]2[CH:47]=[CH:46][C:45](/[CH:49]=[CH:23]/[C:22]3[CH:32]=[CH:33][C:19]([C:2]4[CH:3]=[CH:4][C:5]5[C:6]6[C:11](=[CH:10][CH:9]=[CH:8][CH:7]=6)[C:12]6[C:17](=[CH:16][CH:15]=[CH:14][CH:13]=6)[C:18]=5[CH:1]=4)=[CH:20][CH:21]=3)=[CH:44][C:43]=2[C:42]2[C:37]1=[CH:38][CH:39]=[CH:40][CH:41]=2)[CH3:35]. The catalyst class is: 1. (6) Reactant: [O:1]1[CH2:6][CH2:5][N:4]([CH2:7][CH2:8][O:9][C:10]2[CH:15]=[CH:14][N:13]3[C:16]([C:19]([O-:21])=O)=[CH:17][N:18]=[C:12]3[CH:11]=2)[CH2:3][CH2:2]1.[Li+].F[P-](F)(F)(F)(F)F.N1(OC(N(C)C)=[N+](C)C)C2N=CC=CC=2N=N1.[CH3:47][C:48]1[C:56]2[C:55]([NH2:57])=[CH:54][CH:53]=[CH:52][C:51]=2[N:50]([CH2:58][C:59]2[CH:64]=[CH:63][CH:62]=[C:61]([CH3:65])[N:60]=2)[N:49]=1.C(N(C(C)C)CC)(C)C. Product: [CH3:47][C:48]1[C:56]2[C:51](=[CH:52][CH:53]=[CH:54][C:55]=2[NH:57][C:19]([C:16]2[N:13]3[CH:14]=[CH:15][C:10]([O:9][CH2:8][CH2:7][N:4]4[CH2:3][CH2:2][O:1][CH2:6][CH2:5]4)=[CH:11][C:12]3=[N:18][CH:17]=2)=[O:21])[N:50]([CH2:58][C:59]2[CH:64]=[CH:63][CH:62]=[C:61]([CH3:65])[N:60]=2)[N:49]=1. The catalyst class is: 9. (7) Reactant: C[Si](C)(C)[O-].[K+:6].[CH3:7][C:8]1[O:12][C:11]([C:13]([O:15]CC)=[O:14])=[N:10][N:9]=1. Product: [CH3:7][C:8]1[O:12][C:11]([C:13]([O-:15])=[O:14])=[N:10][N:9]=1.[K+:6]. The catalyst class is: 28.